This data is from Forward reaction prediction with 1.9M reactions from USPTO patents (1976-2016). The task is: Predict the product of the given reaction. (1) The product is: [Cl:55][C:56]1[C:61]([C:62]([F:64])([F:65])[F:63])=[CH:60][CH:59]=[CH:58][C:57]=1[CH2:66][NH:67][C:14]([CH:13]1[CH2:12][N:11]([C:17]2[CH:22]=[CH:21][CH:20]=[CH:19][N:18]=2)[C:10](=[O:23])[N:9]1[CH3:8])=[O:16]. Given the reactants OC(C(F)(F)F)=O.[CH3:8][N:9]1[CH:13]([C:14]([OH:16])=O)[CH2:12][N:11]([C:17]2[CH:22]=[CH:21][CH:20]=[CH:19][N:18]=2)[C:10]1=[O:23].O.ON1C2C=CC=CC=2N=N1.Cl.C(N=C=NCCCN(C)C)C.C(N1CCOCC1)C.[Cl:55][C:56]1[C:61]([C:62]([F:65])([F:64])[F:63])=[CH:60][CH:59]=[CH:58][C:57]=1[CH2:66][NH2:67], predict the reaction product. (2) The product is: [Cl:1][C:2]1[CH:15]=[C:14]([Cl:16])[C:13]([O:17][C:18]2[N:22]([CH3:23])[N:21]=[C:20]([CH3:24])[C:19]=2[CH2:25][CH3:26])=[CH:12][C:3]=1[O:4][CH:5]([CH3:11])[C:6]([O:8][CH2:9][CH3:10])=[O:7]. Given the reactants [Cl:1][C:2]1[CH:15]=[C:14]([Cl:16])[C:13]([O:17][C:18]2[N:22]([CH3:23])[N:21]=[C:20]([CH3:24])[C:19]=2[CH:25]=[CH2:26])=[CH:12][C:3]=1[O:4][CH:5]([CH3:11])[C:6]([O:8][CH2:9][CH3:10])=[O:7], predict the reaction product. (3) Given the reactants S(=O)(=O)(O)[OH:2].[CH3:6][C:7]([OH:17])([C:10]#[C:11][C:12]([CH3:16])(O)[CH2:13][CH3:14])[CH2:8][CH3:9], predict the reaction product. The product is: [CH2:8]([C:7]1([CH3:6])[C:10](=[O:2])[CH2:11][C:12]([CH2:13][CH3:14])([CH3:16])[O:17]1)[CH3:9]. (4) Given the reactants Br[C:2]1[CH:7]=[CH:6][C:5]([C:8]([CH:10]2[CH2:15][CH2:14][NH:13][CH2:12][CH2:11]2)=[O:9])=[CH:4][CH:3]=1.[Cl:16][C:17]1[CH:18]=[C:19](B(O)O)[CH:20]=[CH:21][CH:22]=1.C(=O)([O-])[O-].[K+].[K+], predict the reaction product. The product is: [ClH:16].[Cl:16][C:17]1[CH:22]=[C:21]([C:2]2[CH:7]=[CH:6][C:5]([C:8]([CH:10]3[CH2:15][CH2:14][NH:13][CH2:12][CH2:11]3)=[O:9])=[CH:4][CH:3]=2)[CH:20]=[CH:19][CH:18]=1. (5) Given the reactants C(OC(=O)N[CH2:8][CH2:9][O:10][C:11]1[CH:12]=[CH:13][C:14]2[N:20]3[C:21]([CH3:24])=[N:22][N:23]=[C:19]3[C@H:18]([CH2:25][C:26]([NH:28][CH2:29][CH3:30])=[O:27])[N:17]=[C:16]([C:31]3[CH:36]=[CH:35][C:34]([Cl:37])=[CH:33][CH:32]=3)[C:15]=2[CH:38]=1)(C)(C)C.C1(S(OCC[CH2:52][CH2:53][NH:54][C:55]([O:57][C:58]([CH3:61])([CH3:60])[CH3:59])=[O:56])(=O)=O)C=CC=CC=1, predict the reaction product. The product is: [C:58]([O:57][C:55](=[O:56])[NH:54][CH2:53][CH2:52][CH2:8][CH2:9][O:10][C:11]1[CH:12]=[CH:13][C:14]2[N:20]3[C:21]([CH3:24])=[N:22][N:23]=[C:19]3[C@H:18]([CH2:25][C:26]([NH:28][CH2:29][CH3:30])=[O:27])[N:17]=[C:16]([C:31]3[CH:32]=[CH:33][C:34]([Cl:37])=[CH:35][CH:36]=3)[C:15]=2[CH:38]=1)([CH3:61])([CH3:60])[CH3:59].